Predict the product of the given reaction. From a dataset of Forward reaction prediction with 1.9M reactions from USPTO patents (1976-2016). (1) The product is: [CH3:1][O:2][C:3]([C:5]1[C:18]2[C:9](=[N:10][C:11]3[C:16]([N:17]=2)=[C:15]2[CH:19]=[CH:20][CH:21]=[C:22]([O:23][CH3:24])[C:14]2=[CH:13][CH:12]=3)[CH:8]=[CH:7][C:6]=1[NH:27][CH3:26])=[O:4]. Given the reactants [CH3:1][O:2][C:3]([C:5]1[C:18]2[C:9](=[N:10][C:11]3[C:16]([N:17]=2)=[C:15]2[CH:19]=[CH:20][CH:21]=[C:22]([O:23][CH3:24])[C:14]2=[CH:13][CH:12]=3)[CH:8]=[CH:7][C:6]=1F)=[O:4].[CH3:26][NH2:27], predict the reaction product. (2) Given the reactants [Cl:1][C:2]1[CH:7]=[C:6](Cl)[CH:5]=[CH:4][C:3]=1[SH:9].[Br:10][C:11]1[CH:16]=[CH:15][CH:14]=[CH:13][C:12]=1S.Cl[C:19]1C=CC=C[C:20]=1[CH:21]=[O:22].NCCCCCCO.[OH:35][CH:36]1[CH2:41][CH2:40][NH:39][CH2:38][CH2:37]1, predict the reaction product. The product is: [Br:10][C:11]1[CH:16]=[CH:15][CH:14]=[CH:13][C:12]=1[S:9][C:3]1[CH:4]=[CH:5][C:6](/[CH:19]=[CH:20]/[C:21]([N:39]2[CH2:40][CH2:41][CH:36]([OH:35])[CH2:37][CH2:38]2)=[O:22])=[CH:7][C:2]=1[Cl:1]. (3) Given the reactants [CH2:1]([Li])CCC.[CH3:6][O:7][CH:8]([O:23][CH3:24])[C:9]1[CH:14]=[CH:13][CH:12]=[C:11]([C:15]([F:18])([F:17])[F:16])[C:10]=1[O:19][CH2:20][O:21][CH3:22].CN(C)CCN(C)C.CI.[Cl-].[NH4+], predict the reaction product. The product is: [CH3:6][O:7][CH:8]([O:23][CH3:24])[C:9]1[C:10]([O:19][CH2:20][O:21][CH3:22])=[C:11]([C:15]([F:17])([F:18])[F:16])[CH:12]=[CH:13][C:14]=1[CH3:1]. (4) Given the reactants [CH3:1]C(C)([O-])C.[K+].[C:7]([C:10]1[CH:11]=[CH:12][C:13]([N:16]([CH2:34][C:35]2[CH:40]=[CH:39][C:38]([C:41]([F:44])([F:43])[F:42])=[CH:37][CH:36]=2)[CH2:17][CH2:18][C:19]2[CH:33]=[CH:32][C:22]([O:23][C:24]([CH3:31])([CH3:30])[C:25]([O:27][CH2:28][CH3:29])=[O:26])=[CH:21][CH:20]=2)=[N:14][CH:15]=1)(=O)[CH3:8], predict the reaction product. The product is: [C:7]([C:10]1[CH:11]=[CH:12][C:13]([N:16]([CH2:34][C:35]2[CH:40]=[CH:39][C:38]([C:41]([F:42])([F:44])[F:43])=[CH:37][CH:36]=2)[CH2:17][CH2:18][C:19]2[CH:20]=[CH:21][C:22]([O:23][C:24]([CH3:31])([CH3:30])[C:25]([O:27][CH2:28][CH3:29])=[O:26])=[CH:32][CH:33]=2)=[N:14][CH:15]=1)([CH3:1])=[CH2:8].